This data is from Reaction yield outcomes from USPTO patents with 853,638 reactions. The task is: Predict the reaction yield, written as a fraction of the theoretical maximum amount of product (1.0 means a 100% yield; for example, 0.34 means a 34% yield). (1) The reactants are [OH:1][CH2:2][C@@H:3]1[CH2:7][CH2:6][CH2:5][N:4]1[C:8]([O:10][C:11]([CH3:14])([CH3:13])[CH3:12])=[O:9].[F:15][C:16]1[C:24]([O:25][C:26]2[C:35]3[C:30](=[CH:31][C:32](O)=[C:33]([O:36][CH3:37])[CH:34]=3)[N:29]=[CH:28][N:27]=2)=[CH:23][CH:22]=[C:21]2[C:17]=1[CH:18]=[C:19]([CH3:39])[NH:20]2. No catalyst specified. The product is [F:15][C:16]1[C:24]([O:25][C:26]2[C:35]3[C:30](=[CH:31][C:32]([O:1][CH2:2][C@@H:3]4[CH2:7][CH2:6][CH2:5][N:4]4[C:8]([O:10][C:11]([CH3:14])([CH3:13])[CH3:12])=[O:9])=[C:33]([O:36][CH3:37])[CH:34]=3)[N:29]=[CH:28][N:27]=2)=[CH:23][CH:22]=[C:21]2[C:17]=1[CH:18]=[C:19]([CH3:39])[NH:20]2. The yield is 0.580. (2) The reactants are [CH2:1]([O:8][C:9]1[CH:10]=[CH:11][C:12]2[O:16][C:15]([CH2:17][NH2:18])=[CH:14][C:13]=2[CH:19]=1)[C:2]1[CH:7]=[CH:6][CH:5]=[CH:4][CH:3]=1.[NH2:20][C:21]1[N:29]=[C:28]([CH2:30][O:31][CH3:32])[CH:27]=[CH:26][C:22]=1[C:23](O)=[O:24].C(N(CC)CC)C.F[P-](F)(F)(F)(F)F.N1(O[P+](N(C)C)(N(C)C)N(C)C)C2C=CC=CC=2N=N1. The catalyst is O.CN(C)C=O. The product is [NH2:20][C:21]1[N:29]=[C:28]([CH2:30][O:31][CH3:32])[CH:27]=[CH:26][C:22]=1[C:23]([NH:18][CH2:17][C:15]1[O:16][C:12]2[CH:11]=[CH:10][C:9]([O:8][CH2:1][C:2]3[CH:3]=[CH:4][CH:5]=[CH:6][CH:7]=3)=[CH:19][C:13]=2[CH:14]=1)=[O:24]. The yield is 0.750. (3) The reactants are [OH:1][N:2]=[C:3]([C:5]1[CH:10]=[CH:9][CH:8]=[C:7]([CH2:11][N:12]2[C:20]3[C:15](=[CH:16][CH:17]=[CH:18][CH:19]=3)[C:14]3([CH2:24][O:23][C:22]4[CH:25]=[C:26]5[C:30](=[CH:31][C:21]3=4)[CH2:29][CH2:28][O:27]5)[C:13]2=[O:32])[CH:6]=1)[NH2:4].[C:33](Cl)(=O)[CH3:34]. The catalyst is N1C=CC=CC=1. The product is [CH3:33][C:34]1[O:1][N:2]=[C:3]([C:5]2[CH:6]=[C:7]([CH:8]=[CH:9][CH:10]=2)[CH2:11][N:12]2[C:20]3[C:15](=[CH:16][CH:17]=[CH:18][CH:19]=3)[C:14]3([CH2:24][O:23][C:22]4[CH:25]=[C:26]5[C:30](=[CH:31][C:21]3=4)[CH2:29][CH2:28][O:27]5)[C:13]2=[O:32])[N:4]=1. The yield is 0.710. (4) The reactants are [Br:1][C:2]1[CH:11]=[C:10]2[C:5]([CH:6]=[CH:7][C:8](I)=[N:9]2)=[CH:4][CH:3]=1.C([Sn](CCCC)(CCCC)[C:18]([O:20]CC)=[CH2:19])CCC.Cl. The catalyst is Cl[Pd](Cl)([P](C1C=CC=CC=1)(C1C=CC=CC=1)C1C=CC=CC=1)[P](C1C=CC=CC=1)(C1C=CC=CC=1)C1C=CC=CC=1.O1CCOCC1. The product is [Br:1][C:2]1[CH:11]=[C:10]2[C:5]([CH:6]=[CH:7][C:8]([C:18](=[O:20])[CH3:19])=[N:9]2)=[CH:4][CH:3]=1. The yield is 0.660.